Dataset: Reaction yield outcomes from USPTO patents with 853,638 reactions. Task: Predict the reaction yield, written as a fraction of the theoretical maximum amount of product (1.0 means a 100% yield; for example, 0.34 means a 34% yield). (1) The reactants are [NH2:1][C:2]1[CH:7]=[CH:6][C:5]([CH3:8])=[CH:4][C:3]=1[NH:9][CH:10]1[CH2:15][CH2:14][N:13]([C@H:16]2[CH2:21][CH2:20][C@@H:19]([O:22][CH2:23][CH2:24][CH3:25])[CH2:18][CH2:17]2)[CH2:12][CH2:11]1.C(N(C(C)C)CC)(C)C.Cl[C:36](Cl)([O:38]C(=O)OC(Cl)(Cl)Cl)Cl.O. The catalyst is ClCCl. The product is [CH3:8][C:5]1[CH:6]=[CH:7][C:2]2[NH:1][C:36](=[O:38])[N:9]([CH:10]3[CH2:11][CH2:12][N:13]([C@H:16]4[CH2:21][CH2:20][C@@H:19]([O:22][CH2:23][CH2:24][CH3:25])[CH2:18][CH2:17]4)[CH2:14][CH2:15]3)[C:3]=2[CH:4]=1. The yield is 0.350. (2) The reactants are C(O)(C(F)(F)F)=O.[N:8]1[CH:13]=[CH:12][C:11]([NH:14][C:15](=[O:20])[C:16]([CH3:19])([CH3:18])[CH3:17])=[CH:10][N:9]=1.C(C1C(N[C:31](=[O:36])[C:32]([CH3:35])([CH3:34])C)=CN=NC=1)(=O)C.O. The catalyst is CO. The product is [CH:32]1([C:31]([C:12]2[C:11]([NH:14][C:15](=[O:20])[C:16]([CH3:17])([CH3:19])[CH3:18])=[CH:10][N:9]=[N:8][CH:13]=2)=[O:36])[CH2:34][CH2:35]1. The yield is 0.310. (3) The reactants are [Br:1][C:2]1[CH:3]=[C:4](I)[CH:5]=[CH:6][CH:7]=1.[C:9]1([SH:15])[CH:14]=[CH:13][CH:12]=[CH:11][CH:10]=1.C([O-])([O-])=O.[K+].[K+].C(O)CO. The catalyst is [Cu]I.CC(O)C. The product is [C:9]1([S:15][C:4]2[CH:5]=[CH:6][CH:7]=[C:2]([Br:1])[CH:3]=2)[CH:14]=[CH:13][CH:12]=[CH:11][CH:10]=1. The yield is 0.910. (4) The reactants are [CH3:1][C:2]([C:4]1[CH:9]=[CH:8][CH:7]=[C:6]([N+:10]([O-:12])=[O:11])[CH:5]=1)=[O:3].CO[CH:15](OC)[N:16]([CH3:18])[CH3:17]. No catalyst specified. The product is [CH3:15][N:16]([CH3:18])[CH:17]=[CH:1][C:2]([C:4]1[CH:9]=[CH:8][CH:7]=[C:6]([N+:10]([O-:12])=[O:11])[CH:5]=1)=[O:3]. The yield is 0.790. (5) The reactants are C(O)(C(F)(F)F)=O.[C:8]([NH:11][C:12]1[C:17]2[N:18]=[C:19]([NH:22][C:23]3[CH:28]=[CH:27][C:26]([N:29]4[CH2:34][CH2:33][N:32](C(OC(C)(C)C)=O)[CH2:31][CH2:30]4)=[CH:25][CH:24]=3)[N:20]=[CH:21][C:16]=2[C:15](=[O:42])[N:14]([C:43]2[C:48]([Cl:49])=[CH:47][CH:46]=[CH:45][C:44]=2[Cl:50])[CH:13]=1)(=[O:10])[CH3:9]. The catalyst is C(Cl)Cl. The product is [Cl:50][C:44]1[CH:45]=[CH:46][CH:47]=[C:48]([Cl:49])[C:43]=1[N:14]1[CH:13]=[C:12]([NH:11][C:8](=[O:10])[CH3:9])[C:17]2[N:18]=[C:19]([NH:22][C:23]3[CH:28]=[CH:27][C:26]([N:29]4[CH2:30][CH2:31][NH:32][CH2:33][CH2:34]4)=[CH:25][CH:24]=3)[N:20]=[CH:21][C:16]=2[C:15]1=[O:42]. The yield is 0.320. (6) The reactants are [N:1]1[CH:6]=[CH:5][CH:4]=[C:3]([NH:7][C:8](=[O:13])[O:9][CH2:10][CH2:11][CH3:12])[CH:2]=1.C(O)(=O)C.[H][H].[OH-].[Na+]. The catalyst is O.[C].[Pd]. The product is [NH:1]1[CH2:6][CH2:5][CH2:4][CH:3]([NH:7][C:8](=[O:13])[O:9][CH2:10][CH2:11][CH3:12])[CH2:2]1. The yield is 0.953. (7) The yield is 0.460. The product is [Br:19][C:16]1[CH:17]=[CH:18][C:13]([C:11]2[N:5]=[C:21]([C@@H:23]3[CH2:27][CH2:26][CH2:25][N:24]3[C:28]([O:30][C:31]([CH3:34])([CH3:33])[CH3:32])=[O:29])[NH:20][C:10]=2[CH2:9][C:8]([O:7][CH3:6])=[O:35])=[CH:14][CH:15]=1. The reactants are C([O-])(=O)C.[NH4+:5].[CH3:6][O:7][C:8](=[O:35])[CH2:9][CH:10]([NH:20][C:21]([C@@H:23]1[CH2:27][CH2:26][CH2:25][N:24]1[C:28]([O:30][C:31]([CH3:34])([CH3:33])[CH3:32])=[O:29])=O)[C:11]([C:13]1[CH:18]=[CH:17][C:16]([Br:19])=[CH:15][CH:14]=1)=O. The catalyst is C1(C)C(C)=CC=CC=1.C(OCC)(=O)C. (8) The reactants are [C:1]1([CH2:7][O:8][C:9]([C:11]2([NH2:17])[CH2:16][CH2:15][CH2:14][CH2:13][CH2:12]2)=[O:10])[CH:6]=[CH:5][CH:4]=[CH:3][CH:2]=1.[C:18](OC(OC(C)(C)C)=O)(OC(C)(C)C)=[O:19].C(N(CC)CC)C.[NH:40]1[CH2:45][CH2:44][CH2:43][CH2:42][C:41]1=[O:46]. The catalyst is C1(C)C=CC=CC=1.C(OCC)(=O)C. The product is [C:1]1([CH2:7][O:8][C:9]([C:11]2([NH:17][C:18]([N:40]3[CH2:45][CH2:44][CH2:43][CH2:42][C:41]3=[O:46])=[O:19])[CH2:12][CH2:13][CH2:14][CH2:15][CH2:16]2)=[O:10])[CH:2]=[CH:3][CH:4]=[CH:5][CH:6]=1. The yield is 0.760. (9) The reactants are Br[C:2]1[CH:3]=[C:4]([N:22]([CH3:29])[CH:23]2[CH2:28][CH2:27][O:26][CH2:25][CH2:24]2)[C:5]([CH3:21])=[C:6]([CH:20]=1)[C:7]([NH:9][CH2:10][C:11]1[C:12](=[O:19])[NH:13][C:14]([CH3:18])=[CH:15][C:16]=1[CH3:17])=[O:8].CC1(C)C(C)(C)OB([C:38]2[CH:39]=[N:40][N:41]([CH2:43][CH2:44][N:45]3[CH2:50][CH2:49][O:48][CH2:47][CH2:46]3)[CH:42]=2)O1.C([O-])([O-])=O.[Na+].[Na+]. The product is [CH3:17][C:16]1[CH:15]=[C:14]([CH3:18])[NH:13][C:12](=[O:19])[C:11]=1[CH2:10][NH:9][C:7](=[O:8])[C:6]1[CH:20]=[C:2]([C:38]2[CH:39]=[N:40][N:41]([CH2:43][CH2:44][N:45]3[CH2:50][CH2:49][O:48][CH2:47][CH2:46]3)[CH:42]=2)[CH:3]=[C:4]([N:22]([CH3:29])[CH:23]2[CH2:28][CH2:27][O:26][CH2:25][CH2:24]2)[C:5]=1[CH3:21]. The catalyst is O1CCOCC1.O.C1C=CC([P]([Pd]([P](C2C=CC=CC=2)(C2C=CC=CC=2)C2C=CC=CC=2)([P](C2C=CC=CC=2)(C2C=CC=CC=2)C2C=CC=CC=2)[P](C2C=CC=CC=2)(C2C=CC=CC=2)C2C=CC=CC=2)(C2C=CC=CC=2)C2C=CC=CC=2)=CC=1. The yield is 0.369. (10) The reactants are C(O)(C(F)(F)F)=O.C(OC([N:15]([CH2:29][CH3:30])[C@H:16]1[C:24]2[C:19](=[CH:20][CH:21]=[C:22]([C:25]([O:27][CH3:28])=[O:26])[CH:23]=2)[CH2:18][CH2:17]1)=O)(C)(C)C. The catalyst is C(Cl)Cl. The product is [CH2:29]([NH:15][C@H:16]1[C:24]2[C:19](=[CH:20][CH:21]=[C:22]([C:25]([O:27][CH3:28])=[O:26])[CH:23]=2)[CH2:18][CH2:17]1)[CH3:30]. The yield is 0.910.